This data is from Peptide-MHC class II binding affinity with 134,281 pairs from IEDB. The task is: Regression. Given a peptide amino acid sequence and an MHC pseudo amino acid sequence, predict their binding affinity value. This is MHC class II binding data. (1) The peptide sequence is GELQIVDKIAAAFKI. The MHC is DRB1_0404 with pseudo-sequence DRB1_0404. The binding affinity (normalized) is 0.357. (2) The peptide sequence is APNGGFRRIPRGALH. The MHC is DRB1_1302 with pseudo-sequence DRB1_1302. The binding affinity (normalized) is 0.844. (3) The peptide sequence is YTTEGGTKTEAEDVI. The MHC is HLA-DQA10501-DQB10201 with pseudo-sequence HLA-DQA10501-DQB10201. The binding affinity (normalized) is 0.272. (4) The peptide sequence is LNKFVSPKSVIGRFV. The MHC is DRB1_0101 with pseudo-sequence DRB1_0101. The binding affinity (normalized) is 1.00. (5) The peptide sequence is MLMTGGVTLVRKNRW. The MHC is DRB1_0404 with pseudo-sequence DRB1_0404. The binding affinity (normalized) is 0.576. (6) The peptide sequence is LQFGFGWFSYRMGDV. The MHC is DRB1_0101 with pseudo-sequence DRB1_0101. The binding affinity (normalized) is 0. (7) The peptide sequence is FGMVQFQKFFNPVTP. The MHC is DRB3_0101 with pseudo-sequence DRB3_0101. The binding affinity (normalized) is 0.228. (8) The peptide sequence is YDKFLANVSTVLTGT. The MHC is DRB1_0404 with pseudo-sequence DRB1_0404. The binding affinity (normalized) is 0.659. (9) The peptide sequence is AAFNNAIKAGTGGAY. The MHC is DRB1_1501 with pseudo-sequence DRB1_1501. The binding affinity (normalized) is 0.196. (10) The peptide sequence is EVVWTNTPTKWDNSF. The MHC is DRB1_1501 with pseudo-sequence DRB1_1501. The binding affinity (normalized) is 0.0482.